This data is from Forward reaction prediction with 1.9M reactions from USPTO patents (1976-2016). The task is: Predict the product of the given reaction. (1) Given the reactants [H-].[Na+].F[C:4]1[CH:9]=[CH:8][CH:7]=[CH:6][C:5]=1[N+:10]([O-:12])=[O:11].[O:13]=[C:14]([CH2:23][CH2:24][C:25]([O:27][CH3:28])=[O:26])[CH2:15][C:16]([O:18][C:19]([CH3:22])([CH3:21])[CH3:20])=[O:17], predict the reaction product. The product is: [N+:10]([C:5]1[CH:6]=[CH:7][CH:8]=[CH:9][C:4]=1[CH:15]([C:14](=[O:13])[CH2:23][CH2:24][C:25]([O:27][CH3:28])=[O:26])[C:16]([O:18][C:19]([CH3:22])([CH3:20])[CH3:21])=[O:17])([O-:12])=[O:11]. (2) Given the reactants [CH:1]1[N:5]2[C:6]3[C:11]([CH2:12][CH2:13][C:4]2=[C:3]([CH2:14][C:15]#[N:16])[N:2]=1)=[CH:10][CH:9]=[CH:8][CH:7]=3.Cl[C:18]([O:20][CH2:21][CH3:22])=[O:19].[Cl-].[NH4+], predict the reaction product. The product is: [C:15]([CH:14]([C:3]1[N:2]=[CH:1][N:5]2[C:6]3[C:11](=[CH:10][CH:9]=[CH:8][CH:7]=3)[CH2:12][CH2:13][C:4]=12)[C:18]([O:20][CH2:21][CH3:22])=[O:19])#[N:16]. (3) The product is: [Br:16][CH2:13][C:14]1[N:3]=[N:2][N:1]([C:4]2[CH:9]=[CH:8][C:7]([NH2:10])=[CH:6][CH:5]=2)[CH:15]=1.[Br:16][CH2:13][C:14]1[N:1]([C:4]2[CH:9]=[CH:8][C:7]([NH2:10])=[CH:6][CH:5]=2)[N:2]=[N:3][CH:15]=1. Given the reactants [N:1]([C:4]1[CH:9]=[CH:8][C:7]([N+:10]([O-])=O)=[CH:6][CH:5]=1)=[N+:2]=[N-:3].[CH2:13]([Br:16])[C:14]#[CH:15], predict the reaction product. (4) Given the reactants [Cl:1][C:2]1[CH:7]=[C:6]([Cl:8])[CH:5]=[CH:4][C:3]=1[CH2:9][NH:10][C:11](=[O:19])[CH2:12][C:13]1[N:17]([CH3:18])[N:16]=[CH:15][CH:14]=1.[Cl:20]N1C(=O)CCC1=O, predict the reaction product. The product is: [Cl:20][C:14]1[CH:15]=[N:16][N:17]([CH3:18])[C:13]=1[CH2:12][C:11]([NH:10][CH2:9][C:3]1[CH:4]=[CH:5][C:6]([Cl:8])=[CH:7][C:2]=1[Cl:1])=[O:19]. (5) The product is: [CH3:12][C:11]1[CH:10]=[C:9]([CH3:13])[CH:8]=[C:7]([CH3:14])[C:6]=1[S:3]([O-:5])(=[O:4])=[O:2].[NH2:1][N+:26]1[CH:27]=[CH:28][C:23]([O:22][CH2:21][C:15]2[CH:16]=[CH:17][CH:18]=[CH:19][CH:20]=2)=[CH:24][CH:25]=1. Given the reactants [NH2:1][O:2][S:3]([C:6]1[C:11]([CH3:12])=[CH:10][C:9]([CH3:13])=[CH:8][C:7]=1[CH3:14])(=[O:5])=[O:4].[C:15]1([CH2:21][O:22][C:23]2[CH:28]=[CH:27][N:26]=[CH:25][CH:24]=2)[CH:20]=[CH:19][CH:18]=[CH:17][CH:16]=1, predict the reaction product.